From a dataset of Full USPTO retrosynthesis dataset with 1.9M reactions from patents (1976-2016). Predict the reactants needed to synthesize the given product. Given the product [ClH:36].[ClH:36].[NH2:7][CH2:8][CH2:9][N:10]1[C:18]2[C:17]([NH:19][C:20]3[CH:21]=[C:22]4[C:26](=[CH:27][CH:28]=3)[N:25]([CH2:29][C:30]3[N:31]=[CH:32][S:33][CH:34]=3)[CH:24]=[CH:23]4)=[N:16][CH:15]=[N:14][C:13]=2[CH:12]=[CH:11]1, predict the reactants needed to synthesize it. The reactants are: C(OC(=O)[NH:7][CH2:8][CH2:9][N:10]1[C:18]2[C:17]([NH:19][C:20]3[CH:21]=[C:22]4[C:26](=[CH:27][CH:28]=3)[N:25]([CH2:29][C:30]3[N:31]=[CH:32][S:33][CH:34]=3)[CH:24]=[CH:23]4)=[N:16][CH:15]=[N:14][C:13]=2[CH:12]=[CH:11]1)(C)(C)C.[ClH:36].CO.